The task is: Predict the reactants needed to synthesize the given product.. This data is from Full USPTO retrosynthesis dataset with 1.9M reactions from patents (1976-2016). (1) Given the product [Cl:15][C:11]1[C:12]([NH:26][CH2:23][CH:24]=[CH2:25])=[N:13][C:8]([C:5]2[CH:6]=[CH:7][C:2]([Cl:1])=[C:3]([O:21][CH3:22])[C:4]=2[F:20])=[N:9][C:10]=1[C:16]([O:18][CH3:19])=[O:17], predict the reactants needed to synthesize it. The reactants are: [Cl:1][C:2]1[CH:7]=[CH:6][C:5]([C:8]2[N:13]=[C:12](Cl)[C:11]([Cl:15])=[C:10]([C:16]([O:18][CH3:19])=[O:17])[N:9]=2)=[C:4]([F:20])[C:3]=1[O:21][CH3:22].[CH2:23]([NH2:26])[CH:24]=[CH2:25].C(N(CC)CC)C.O. (2) The reactants are: CC1(C)C2C=CC=C(P(C3C=CC=CC=3)C3C=CC=CC=3)C=2OC2C1=CC=CC=2P(C1C=CC=CC=1)C1C=CC=CC=1.Br[C:44]1[CH:49]=[CH:48][C:47]([C:50]2[O:54][CH:53]=[N:52][C:51]=2[C:55]([O:57][CH2:58][CH3:59])=[O:56])=[CH:46][CH:45]=1.[N:60]1([C:66]([O:68][C:69]([CH3:72])([CH3:71])[CH3:70])=[O:67])[CH2:65][CH2:64][NH:63][CH2:62][CH2:61]1.C(=O)([O-])[O-].[Cs+].[Cs+]. Given the product [CH2:58]([O:57][C:55]([C:51]1[N:52]=[CH:53][O:54][C:50]=1[C:47]1[CH:48]=[CH:49][C:44]([N:63]2[CH2:62][CH2:61][N:60]([C:66]([O:68][C:69]([CH3:72])([CH3:71])[CH3:70])=[O:67])[CH2:65][CH2:64]2)=[CH:45][CH:46]=1)=[O:56])[CH3:59], predict the reactants needed to synthesize it. (3) Given the product [Cl:1][C:2]1[C:7]([C:8]2[CH:13]=[CH:12][CH:11]=[C:10]([CH2:14][CH3:15])[CH:9]=2)=[C:6]([C@:16]([C@@H:22]2[O:27][CH2:26][CH2:25][NH:24][CH2:23]2)([OH:21])[CH2:17][CH2:18][CH:19]=[CH2:20])[CH:5]=[CH:4][CH:3]=1, predict the reactants needed to synthesize it. The reactants are: [Cl:1][C:2]1[C:7]([C:8]2[CH:13]=[CH:12][CH:11]=[C:10]([CH2:14][CH3:15])[CH:9]=2)=[C:6]([C@:16]([C@@H:22]2[O:27][CH2:26][CH2:25][N:24](C(OC(C)(C)C)=O)[CH2:23]2)([OH:21])[CH2:17][CH2:18][CH:19]=[CH2:20])[CH:5]=[CH:4][CH:3]=1.Cl.[OH-].[Na+]. (4) Given the product [F:1][C:2]([F:17])([F:18])[C:3]1[CH:4]=[C:5]([CH2:13][C:14]([NH:44][C:43]2[CH:42]=[CH:41][CH:40]=[CH:39][C:38]=2[NH:37][C:34]2[CH:33]=[CH:32][CH:31]=[CH:36][CH:35]=2)=[O:15])[CH:6]=[C:7]([C:9]([F:11])([F:12])[F:10])[CH:8]=1, predict the reactants needed to synthesize it. The reactants are: [F:1][C:2]([F:18])([F:17])[C:3]1[CH:4]=[C:5]([CH2:13][C:14](O)=[O:15])[CH:6]=[C:7]([C:9]([F:12])([F:11])[F:10])[CH:8]=1.C(N1C=CN=C1)(N1C=CN=C1)=O.[CH:31]1[CH:36]=[CH:35][C:34]([NH:37][C:38]2[C:43]([NH2:44])=[CH:42][CH:41]=[CH:40][CH:39]=2)=[CH:33][CH:32]=1. (5) The reactants are: [CH2:1]([O:3][CH:4]([O:22][CH2:23][CH3:24])[C:5]1[CH:10]=[CH:9][C:8]([C:11]#[C:12][CH2:13][NH:14][C:15]2[CH:20]=[CH:19][C:18]([F:21])=[CH:17][CH:16]=2)=[CH:7][CH:6]=1)[CH3:2].CC1(C)C2CC1CCC2NS(C1C=CC(C#CCCO)=CC=1)(=O)=O. Given the product [CH2:1]([O:3][CH:4]([O:22][CH2:23][CH3:24])[C:5]1[CH:6]=[CH:7][C:8]([CH2:11][CH2:12][CH2:13][NH:14][C:15]2[CH:16]=[CH:17][C:18]([F:21])=[CH:19][CH:20]=2)=[CH:9][CH:10]=1)[CH3:2], predict the reactants needed to synthesize it.